Dataset: Full USPTO retrosynthesis dataset with 1.9M reactions from patents (1976-2016). Task: Predict the reactants needed to synthesize the given product. (1) Given the product [CH2:19]([N:18]1[C:10]2[C:9]([CH3:21])=[C:8]([C:6]([O:5][C:1]([CH3:4])([CH3:3])[CH3:2])=[O:7])[CH:16]=[C:15]([CH3:17])[C:11]=2[C:12](=[O:14])[O:13][C:32]1=[O:34])[CH3:20], predict the reactants needed to synthesize it. The reactants are: [C:1]([O:5][C:6]([C:8]1[CH:16]=[C:15]([CH3:17])[C:11]([C:12]([OH:14])=[O:13])=[C:10]([NH:18][CH2:19][CH3:20])[C:9]=1[CH3:21])=[O:7])([CH3:4])([CH3:3])[CH3:2].C(N(CC)C(C)C)(C)C.Cl[C:32](Cl)([O:34]C(=O)OC(Cl)(Cl)Cl)Cl. (2) Given the product [CH3:1][O:2][C:3](=[O:37])[CH2:4][CH2:5][C@H:6]([C@@H:8]1[C@:25]2([CH3:26])[C@H:11]([C:12]3[C@H:22]([CH2:23][CH2:24]2)[C@:20]2([CH3:21])[C:15]([C:16]([CH3:36])([CH3:35])[C@@H:17]([O:27][Si:28]([C:31]([CH3:34])([CH3:33])[CH3:32])([CH3:29])[CH3:30])[CH2:18][CH2:19]2)=[CH:14][CH:13]=3)[CH2:10][CH2:9]1)[CH3:7].[CH3:40][OH:41], predict the reactants needed to synthesize it. The reactants are: [CH3:1][O:2][C:3](=[O:37])[CH2:4][CH2:5][C@H:6]([C@@H:8]1[C@:25]2([CH3:26])[C@H:11]([C@H:12]3[C@H:22]([CH2:23][CH2:24]2)[C@:20]2([CH3:21])[C:15]([C:16]([CH3:36])([CH3:35])[C@@H:17]([O:27][Si:28]([C:31]([CH3:34])([CH3:33])[CH3:32])([CH3:30])[CH3:29])[CH2:18][CH2:19]2)=[CH:14][CH2:13]3)[CH2:10][CH2:9]1)[CH3:7].BrN1C(C)(C)C(=O)N(Br)[C:40]1=[O:41]. (3) Given the product [C:8]1(=[CH:7][C:6]([OH:14])=[O:5])[CH2:13][CH2:12][CH2:11][CH2:10][CH2:9]1, predict the reactants needed to synthesize it. The reactants are: [OH-].[K+].C([O:5][C:6](=[O:14])[CH:7]=[C:8]1[CH2:13][CH2:12][CH2:11][CH2:10][CH2:9]1)C. (4) The reactants are: [CH3:1][C:2]1([CH3:18])[C:6]([CH3:8])([CH3:7])[O:5][B:4]([C:9]2[CH:10]=[C:11]([CH:15]=[CH:16][CH:17]=2)[C:12]([OH:14])=O)[O:3]1.[NH2:19][C:20]1[CH:29]=[CH:28][C:23]([C:24]([NH:26][CH3:27])=[O:25])=[CH:22][CH:21]=1.CN(C(ON1N=NC2C=CC=NC1=2)=[N+](C)C)C.F[P-](F)(F)(F)(F)F.CCN(C(C)C)C(C)C. Given the product [CH3:27][NH:26][C:24]([C:23]1[CH:28]=[CH:29][C:20]([NH:19][C:12](=[O:14])[C:11]2[CH:15]=[CH:16][CH:17]=[C:9]([B:4]3[O:5][C:6]([CH3:7])([CH3:8])[C:2]([CH3:1])([CH3:18])[O:3]3)[CH:10]=2)=[CH:21][CH:22]=1)=[O:25], predict the reactants needed to synthesize it. (5) Given the product [O:20]1[CH:21]=[CH:22][C:18]([C:11]2[CH:12]=[C:13]([C:14]([F:17])([F:15])[F:16])[C:8]3[N:9]([C:5]([CH3:1])=[C:6]([C:23]([N:25]4[CH2:30][CH2:29][CH:28]([N:31]5[CH2:35][CH2:34][O:33][C:32]5=[O:36])[CH2:27][CH2:26]4)=[O:24])[N:7]=3)[CH:10]=2)=[CH:19]1, predict the reactants needed to synthesize it. The reactants are: [CH3:1][Zn]C.Br[C:5]1[N:9]2[CH:10]=[C:11]([C:18]3[CH:22]=[CH:21][O:20][CH:19]=3)[CH:12]=[C:13]([C:14]([F:17])([F:16])[F:15])[C:8]2=[N:7][C:6]=1[C:23]([N:25]1[CH2:30][CH2:29][CH:28]([N:31]2[CH2:35][CH2:34][O:33][C:32]2=[O:36])[CH2:27][CH2:26]1)=[O:24]. (6) Given the product [NH:15]1[C:19]2=[N:20][CH:21]=[C:22]([CH2:24][NH:25][C:8](=[O:10])[C:7]3[CH:6]=[CH:5][C:4]([S:3][C:2]([F:1])([F:14])[F:13])=[CH:12][CH:11]=3)[CH:23]=[C:18]2[CH:17]=[CH:16]1, predict the reactants needed to synthesize it. The reactants are: [F:1][C:2]([F:14])([F:13])[S:3][C:4]1[CH:12]=[CH:11][C:7]([C:8]([OH:10])=O)=[CH:6][CH:5]=1.[NH:15]1[C:19]2=[N:20][CH:21]=[C:22]([CH2:24][NH:25]C)[CH:23]=[C:18]2[CH:17]=[CH:16]1.N. (7) Given the product [Cl:40][C:36]1[C:37]([CH3:39])=[CH:38][C:33]([S:30]([NH:29][C:25]2[CH:24]=[C:23]([C:20]3[CH:21]=[CH:22][C:17]([C:15]([N:14]4[CH2:49][CH:48]([C:46]([OH:47])=[O:45])[CH2:7]4)=[O:16])=[C:18]([CH3:42])[CH:19]=3)[CH:28]=[CH:27][CH:26]=2)(=[O:32])=[O:31])=[C:34]([CH3:41])[CH:35]=1, predict the reactants needed to synthesize it. The reactants are: C(OC(=O)[C@@H:7]([NH:14][C:15]([C:17]1[CH:22]=[CH:21][C:20]([C:23]2[CH:28]=[CH:27][CH:26]=[C:25]([NH:29][S:30]([C:33]3[CH:38]=[C:37]([CH3:39])[C:36]([Cl:40])=[CH:35][C:34]=3[CH3:41])(=[O:32])=[O:31])[CH:24]=2)=[CH:19][C:18]=1[CH3:42])=[O:16])COC(C)(C)C)(C)(C)C.C[O:45][C:46]([CH:48]1CN[CH2:49]1)=[O:47].